From a dataset of Peptide-MHC class II binding affinity with 134,281 pairs from IEDB. Regression. Given a peptide amino acid sequence and an MHC pseudo amino acid sequence, predict their binding affinity value. This is MHC class II binding data. The peptide sequence is QKLIEDINASFRAAM. The MHC is DRB3_0101 with pseudo-sequence DRB3_0101. The binding affinity (normalized) is 0.680.